Dataset: Forward reaction prediction with 1.9M reactions from USPTO patents (1976-2016). Task: Predict the product of the given reaction. (1) The product is: [N:10]1([C:5]2[C:4]3[C:9](=[N:19][S:20][N:16]=3)[CH:8]=[CH:7][CH:6]=2)[CH2:15][CH2:14][NH:13][CH2:12][CH2:11]1. Given the reactants C([C:4]1[CH:9]=[CH:8][CH:7]=[CH:6][C:5]=1[N:10]1[CH2:15][CH2:14][NH:13][CH2:12][CH2:11]1)(C)C.[N:16]1[S:20][N:19]=C2C(N)=CC=CC=12.C(C1C=CC=CC=1N)(C)C.[K+].[Br-], predict the reaction product. (2) Given the reactants [BH4-].[Na+].Cl[C:4]1[N:8]2[N:9]=[C:10]([N:13]3[CH2:18][CH2:17][O:16][CH2:15][CH2:14]3)[CH:11]=[CH:12][C:7]2=[N:6][N:5]=1.[SH:19][C:20]1[CH:36]=[CH:35][C:23]2[N:24]=[C:25]([NH:27][C:28](=[O:34])[O:29][C:30]([CH3:33])([CH3:32])[CH3:31])[S:26][C:22]=2[CH:21]=1, predict the reaction product. The product is: [N:13]1([C:10]2[CH:11]=[CH:12][C:7]3[N:8]([C:4]([S:19][C:20]4[CH:36]=[CH:35][C:23]5[N:24]=[C:25]([NH:27][C:28](=[O:34])[O:29][C:30]([CH3:32])([CH3:33])[CH3:31])[S:26][C:22]=5[CH:21]=4)=[N:5][N:6]=3)[N:9]=2)[CH2:18][CH2:17][O:16][CH2:15][CH2:14]1.